From a dataset of Peptide-MHC class II binding affinity with 134,281 pairs from IEDB. Regression. Given a peptide amino acid sequence and an MHC pseudo amino acid sequence, predict their binding affinity value. This is MHC class II binding data. (1) The peptide sequence is VGINTRNMTMSMSMI. The MHC is DRB1_1301 with pseudo-sequence DRB1_1301. The binding affinity (normalized) is 0.620. (2) The peptide sequence is EKKYFAATPFEPLAA. The MHC is HLA-DPA10201-DPB10501 with pseudo-sequence HLA-DPA10201-DPB10501. The binding affinity (normalized) is 0.761. (3) The peptide sequence is VGTMVMELIRMIKRG. The MHC is DRB1_1501 with pseudo-sequence DRB1_1501. The binding affinity (normalized) is 0.390. (4) The peptide sequence is GELQIVDKIDAMFKI. The MHC is DRB1_1302 with pseudo-sequence DRB1_1302. The binding affinity (normalized) is 0.622. (5) The peptide sequence is MGQLISFFGEIPSII. The MHC is DRB5_0101 with pseudo-sequence DRB5_0101. The binding affinity (normalized) is 0.460. (6) The MHC is DRB1_1001 with pseudo-sequence DRB1_1001. The peptide sequence is EKKYFAATFFEPLAA. The binding affinity (normalized) is 0.766. (7) The peptide sequence is CLLVLDDFRDLMTAT. The MHC is DRB1_0701 with pseudo-sequence DRB1_0701. The binding affinity (normalized) is 0.197.